This data is from Reaction yield outcomes from USPTO patents with 853,638 reactions. The task is: Predict the reaction yield, written as a fraction of the theoretical maximum amount of product (1.0 means a 100% yield; for example, 0.34 means a 34% yield). (1) The reactants are [N:1]1[CH:6]=[CH:5][C:4]([C:7]2[NH:16][C:15](=O)[C:14]3[C:9](=[CH:10][CH:11]=[CH:12][CH:13]=3)[N:8]=2)=[CH:3][CH:2]=1.P(Cl)(Cl)([Cl:20])=O. No catalyst specified. The product is [Cl:20][C:15]1[C:14]2[C:9](=[CH:10][CH:11]=[CH:12][CH:13]=2)[N:8]=[C:7]([C:4]2[CH:5]=[CH:6][N:1]=[CH:2][CH:3]=2)[N:16]=1. The yield is 0.780. (2) The reactants are [C:1]([C:4]1[C:9]([C:10]2[CH:15]=[CH:14][CH:13]=[C:12]([Cl:16])[CH:11]=2)=[N:8][N:7]([CH2:17][CH3:18])[C:6](=[O:19])[C:5]=1[N+:20]([O-])=O)(=[O:3])[CH3:2].N[C:24]1[CH:33]=[CH:32][CH:31]=[C:30]2[C:25]=1[CH:26]=[CH:27][N:28]=[CH:29]2. The catalyst is C(O)C. The product is [C:1]([C:4]1[C:9]([C:10]2[CH:15]=[CH:14][CH:13]=[C:12]([Cl:16])[CH:11]=2)=[N:8][N:7]([CH2:17][CH3:18])[C:6](=[O:19])[C:5]=1[NH:20][C:24]1[CH:33]=[CH:32][CH:31]=[C:30]2[C:25]=1[CH:26]=[CH:27][N:28]=[CH:29]2)(=[O:3])[CH3:2]. The yield is 0.215. (3) The reactants are C(OC1C(Br)=[C:7]([C@H:21]2[C@H:26]([O:27][CH2:28][C:29]3[CH:34]=[CH:33][CH:32]=[CH:31][CH:30]=3)[C@@H:25]([O:35][CH2:36][C:37]3[CH:42]=[CH:41][CH:40]=[CH:39][CH:38]=3)[C@H:24]([O:43][CH2:44][C:45]3[CH:50]=[CH:49][CH:48]=[CH:47][CH:46]=3)[C@@H:23]([CH2:51][O:52][CH2:53][C:54]3[CH:59]=[CH:58][CH:57]=[CH:56][CH:55]=3)[O:22]2)[CH:8]=[C:9]([CH2:12][C:13]2[CH:18]=[CH:17][C:16]([CH2:19][CH3:20])=[CH:15][CH:14]=2)[C:10]=1[Cl:11])C=C.[CH3:61]CCC[SnH](CCCC)CCCC.CC(N=NC(C#N)(C)C)(C#N)C.[F-].[K+].[CH3:88][CH2:89][O:90][C:91]([CH3:93])=O. No catalyst specified. The product is [Cl:11][C:10]1[C:91]2[O:90][CH2:89][CH:88]([CH3:61])[C:93]=2[C:7]([C@H:21]2[C@H:26]([O:27][CH2:28][C:29]3[CH:30]=[CH:31][CH:32]=[CH:33][CH:34]=3)[C@@H:25]([O:35][CH2:36][C:37]3[CH:42]=[CH:41][CH:40]=[CH:39][CH:38]=3)[C@H:24]([O:43][CH2:44][C:45]3[CH:46]=[CH:47][CH:48]=[CH:49][CH:50]=3)[C@@H:23]([CH2:51][O:52][CH2:53][C:54]3[CH:59]=[CH:58][CH:57]=[CH:56][CH:55]=3)[O:22]2)=[CH:8][C:9]=1[CH2:12][C:13]1[CH:14]=[CH:15][C:16]([CH2:19][CH3:20])=[CH:17][CH:18]=1. The yield is 0.400.